This data is from Human Reference Interactome with 51,813 positive PPI pairs across 8,248 proteins, plus equal number of experimentally-validated negative pairs. The task is: Binary Classification. Given two protein amino acid sequences, predict whether they physically interact or not. (1) Protein 1 (ENSG00000054938) has sequence MVPEVRVLSSLLGLALLWFPLDSHARARPDMFCLFHGKRYSPGESWHPYLEPQGLMYCLRCTCSEGAHVSCYRLHCPPVHCPQPVTEPQQCCPKCVEPHTPSGLRAPPKSCQHNGTMYQHGEIFSAHELFPSRLPNQCVLCSCTEGQIYCGLTTCPEPGCPAPLPLPDSCCQACKDEASEQSDEEDSVQSLHGVRHPQDPCSSDAGRKRGPGTPAPTGLSAPLSFIPRHFRPKGAGSTTVKIVLKEKHKKACVHGGKTYSHGEVWHPAFRAFGPLPCILCTCEDGRQDCQRVTCPTEYPC.... Protein 2 (ENSG00000103876) has sequence MSFIPVAEDSDFPIHNLPYGVFSTRGDPRPRIGVAIGDQILDLSIIKHLFTGPVLSKHQDVFNQPTLNSFMGLGQAAWKEARVFLQNLLSVSQARLRDDTELRKCAFISQASATMHLPATIGDYTDFYSSRQHATNVGIMFRDKENALMPNWLHLPVGYHGRASSVVVSGTPIRRPMGQMKPDDSKPPVYGACKLLDMELEMAFFVGPGNRLGEPIPISKAHEHIFGMVLMNDWSARDIQKWEYVPLGPFLGKSFGTTVSPWVVPMDALMPFAVPNPKQDPRPLPYLCHDEPYTFDINLS.... Result: 1 (the proteins interact). (2) Protein 1 (ENSG00000170270) has sequence MELLGEYVGQEGKPQKLRVSCEAPGDGDPFQGLLSGVAQMKDMVTELFDPLVQGEVQHRVAAAPDEDLDGDDEDDAEDENNIDNRTNFDGPSAKRPKTPS*XLGEYVGQEGKPQKLRVSCEAPGDGDPFQGLLSGVAQMKDMVMMKMMQKMKITLITELTSMDHLQNGQKHRLNNSLHDI*. Protein 2 (ENSG00000214022) has sequence MLERRCRGPLAMGLAQPRLLSGPSQESPQTLGKESRGLRQQGTSVAQSGAQAPGRAHRCAHCRRHFPGWVALWLHTRRCQARLPLPCPECGRRFRHAPFLALHRQVHAAATPDLGFACHLCGQSFRGWVALVLHLRAHSAAKRPIACPKCERRFWRRKQLRAHLRRCHPPAPEARPFICGNCGRSFAQWDQLVAHKRVHVAEALEEAAAKALGPRPRGRPAVTAPRPGGDAVDRPFQCACCGKRFRHKPNLIAHRRVHTGERPHQCPECGKRFTNKPYLTSHRRIHTGEKPYPCKECGRR.... Result: 0 (the proteins do not interact). (3) Protein 1 (ENSG00000005448) has sequence MFRWERSIPLRGSAAALCNNLSVLQLPARNLTYFGVVHGPSAQLLSAAPEGVPLAQRQLHAKEGAGVSPPLITQVHWCVLPFRVLLVLTSHRGIQMYESNGYTMVYWHALDSGDASPVQAVFARGIAASGHFICVGTWSGRVLVFDIPAKGPNIVLSEELAGHQMPITDIATEPAQGQDCVADMVTADDSGLLCVWRSGPEFTLLTRIPGFGVPCPSVQLWQGIIAAGYGNGQVHLYEATTGNLHVQINAHARAICALDLASEVGKLLSAGEDTFVHIWKLSRNPESGYIEVEHCHGECV.... Protein 2 (ENSG00000175206) has sequence MPLEDEVVPPQVLSEPNEEAGAALSPLPEVPPWTGEVSPAQRDGGALGRGPWDSSDRSALLKSKLRALLTAPRSLRRSSCFGGRMDRIGAQSGLGCNSFRY*MSSFSTTTVSFLLLLAFQLLGQTRANPMYNAVSNADLMDFKNLLDHLEEKMPLEDEVVPPQVLSEPNEEAGAALSPLPEVPPWTGEVSPAQRDGGALGRGPWDSSDRSALLKSKLRALLTAPRSLRRSSCFGGRMDRIGAQSGLGCNSFRY*MSSFSTTTVSFLLLLAFQLLGQTRANPMYNAVSNADLMDFKNLLDH.... Result: 0 (the proteins do not interact). (4) Protein 1 (ENSG00000152904) has sequence MEKTQETVQRILLEPYKYLLQLPGKQVRTKLSQAFNHWLKVPEDKLQIIIEVTEMLHNASLLIDDIEDNSKLRRGFPVAHSIYGIPSVINSANYVYFLGLEKVLTLDHPDAVKLFTRQLLELHQGQGLDIYWRDNYTCPTEEEYKAMVLQKTGGLFGLAVGLMQLFSDYKEDLKPLLNTLGLFFQIRDDYANLHSKEYSENKSFCEDLTEGKFSFPTIHAIWSRPESTQVQNILRQRTENIDIKKYCVHYLEDVGSFEYTRNTLKELEAKAYKQIDARGGNPELVALVKHLSKMFKEENE.... Protein 2 (ENSG00000158691) has sequence MASTWAIQAHMDQDEPLEVKIEEEKYTTRQDWDLRKNNTHSREVFRQYFRQFCYQETSGPREALSRLRELCHQWLRPETHTKEQILELLVLEQFLTILPEELQAWVQEQHPESGEEVVTVLEDLERELDEPGEQVSVHTGEQEMFLQETVRLRKEGEPSMSLQSMKAQPKYESPELESQQEQVLDVETGNEYGNLKQEVSEEMEPHGKTSSKFENDMSKSARCGETREPEEITEEPSACSREDKQPTCDENGVSLTENSDHTEHQRICPGEESYGCDDCGKAFSQHSHLIEHQRIHTGDR.... Result: 0 (the proteins do not interact). (5) Protein 2 (ENSG00000130311) has sequence MADFLKGLPVYNKSNFSRFHADSVCKASNRRPSVYLPTREYPSEQIIVTEKTNILLRYLHQQWDKKNAAKKRDQEQVELEGESSAPPRKVARTDSPDMHEDT*. Protein 1 (ENSG00000111452) has sequence MEKLLRLCCWYSWLLLFYYNFQVRGVYSRSQDHPGFQVLASASHYWPLENVDGIHELQDTTGDIVEGKVNKGIYLKEEKGVTLLYYGRYNSSCISKPEQCGPEGVTFSFFWKTQGEQSRPIPSAYGGQVISNGFKVCSSGGRGSVELYTRDNSMTWEASFSPPGPYWTHVLFTWKSKEGLKVYVNGTLSTSDPSGKVSRDYGESNVNLVIGSEQDQAKCYENGAFDEFIIWERALTPDEIAMYFTAAIGKHALLSSTLPSLFMTSTASPVMPTDAYHPIITNLTEERKTFQSPGVILSYL.... Result: 0 (the proteins do not interact). (6) Protein 1 (ENSG00000132109) has sequence MASAARLTMMWEEVTCPICLDPFVEPVSIECGHSFCQECISQVGKGGGSVCPVCRQRFLLKNLRPNRQLANMVNNLKEISQEAREGTQGERCAVHGERLHLFCEKDGKALCWVCAQSRKHRDHAMVPLEEAAQEYQEKLQVALGELRRKQELAEKLEVEIAIKRADWKKTVETQKSRIHAEFVQQKNFLVEEEQRQLQELEKDEREQLRILGEKEAKLAQQSQALQELISELDRRCHSSALELLQEVIIVLERSESWNLKDLDITSPELRSVCHVPGLKKMLRTCAVHITLDPDTANPWL.... Protein 2 (ENSG00000145217) has sequence MDESPEPLQQGRGPVPVRRQRPAPRGLREMLKARLWCSCSCSVLCVRALVQDLLPATRWLRQYRPREYLAGDVMSGLVIGIILVPQAIAYSLLAGLQPIYSLYTSFFANLIYFLMGTSRHVSVGIFSLLCLMVGQVVDRELQLAGFDPSQDGLQPGANSSTLNGSAAMLDCGRDCYAIRVATALTLMTGLYQVLMGVLRLGFVSAYLSQPLLDGFAMGASVTILTSQLKHLLGVRIPRHQGPGMVVLTWLSLLRGAGQANVCDVVTSTVCLAVLLAAKELSDRYRHRLRVPLPTELLVIV.... Result: 0 (the proteins do not interact).